This data is from Reaction yield outcomes from USPTO patents with 853,638 reactions. The task is: Predict the reaction yield, written as a fraction of the theoretical maximum amount of product (1.0 means a 100% yield; for example, 0.34 means a 34% yield). (1) The reactants are I[C:2]1[CH:11]=[CH:10][C:5]([C:6]([O:8][CH3:9])=[O:7])=[CH:4][CH:3]=1.C(=O)([O-])[O-].[Cs+].[Cs+].C(C1CCCCC1=O)(=O)C.[CH2:28]1[NH:33][CH2:32][CH2:31][N:30]2[CH2:34][CH2:35][CH2:36][CH:29]12. The catalyst is CN(C=O)C.[Cu]I. The product is [CH2:28]1[CH:29]2[CH2:36][CH2:35][CH2:34][N:30]2[CH2:31][CH2:32][N:33]1[C:2]1[CH:11]=[CH:10][C:5]([C:6]([O:8][CH3:9])=[O:7])=[CH:4][CH:3]=1. The yield is 0.602. (2) The reactants are N[C:2]1[N:6]([C:7]2[CH:12]=[CH:11][C:10]([O:13][C:14]([F:17])([F:16])[F:15])=[CH:9][CH:8]=2)[N:5]=[CH:4][C:3]=1[C:18]([O:20][CH2:21][CH3:22])=[O:19].N(OCCC(C)C)=O. The catalyst is C1COCC1. The product is [F:17][C:14]([F:15])([F:16])[O:13][C:10]1[CH:11]=[CH:12][C:7]([N:6]2[CH:2]=[C:3]([C:18]([O:20][CH2:21][CH3:22])=[O:19])[CH:4]=[N:5]2)=[CH:8][CH:9]=1. The yield is 0.870. (3) The product is [CH3:10][N:9]([CH2:11][C:12]1[CH:13]=[C:14]2[C:18](=[CH:19][CH:20]=1)[NH:17][CH:16]=[C:15]2[C:28](=[O:29])[CH:30]([NH:37][C:38]1[CH:43]=[CH:42][CH:41]=[C:40]([O:44][CH3:45])[CH:39]=1)[C:31]1[CH:32]=[CH:33][CH:34]=[CH:35][CH:36]=1)[CH3:8]. The reactants are C(N(CC)CC)C.[CH3:8][N:9]([CH2:11][C:12]1[CH:13]=[C:14]2[C:18](=[CH:19][CH:20]=1)[N:17](C(OC(C)(C)C)=O)[CH:16]=[C:15]2[CH:28]=[O:29])[CH3:10].[CH:30](=[N:37][C:38]1[CH:43]=[CH:42][CH:41]=[C:40]([O:44][CH3:45])[CH:39]=1)[C:31]1[CH:36]=[CH:35][CH:34]=[CH:33][CH:32]=1. The yield is 0.0100. The catalyst is [Cl-].C([N+]1C(C)=C(CCO)SC=1)C1C=CC=CC=1.C(O)C. (4) The reactants are Cl[C:2]1[N:7]=[CH:6][N:5]=[C:4]([NH:8][C:9]2[CH:14]=[CH:13][CH:12]=[C:11]([NH:15][CH3:16])[N:10]=2)[CH:3]=1.[O:17]([C:24]1[CH:30]=[CH:29][C:27]([NH2:28])=[CH:26][CH:25]=1)[C:18]1[CH:23]=[CH:22][CH:21]=[CH:20][CH:19]=1. The catalyst is Cl.C(O)CCC. The product is [CH3:16][NH:15][C:11]1[N:10]=[C:9]([NH:8][C:4]2[CH:3]=[C:2]([NH:28][C:27]3[CH:26]=[CH:25][C:24]([O:17][C:18]4[CH:23]=[CH:22][CH:21]=[CH:20][CH:19]=4)=[CH:30][CH:29]=3)[N:7]=[CH:6][N:5]=2)[CH:14]=[CH:13][CH:12]=1. The yield is 0.410.